From a dataset of Reaction yield outcomes from USPTO patents with 853,638 reactions. Predict the reaction yield, written as a fraction of the theoretical maximum amount of product (1.0 means a 100% yield; for example, 0.34 means a 34% yield). (1) The reactants are C([O:8][CH2:9][C@H:10]([CH3:28])[O:11][C:12]1[CH:13]=[C:14]([N:18]2[C:22]([NH2:23])=[CH:21][C:20]([C:24]([CH3:27])([CH3:26])[CH3:25])=[N:19]2)[CH:15]=[CH:16][CH:17]=1)C1C=CC=CC=1.N#N.C([O-])=O.[NH4+]. The catalyst is C(O)C.[Pd]. The product is [NH2:23][C:22]1[N:18]([C:14]2[CH:13]=[C:12]([CH:17]=[CH:16][CH:15]=2)[O:11][C@@H:10]([CH3:28])[CH2:9][OH:8])[N:19]=[C:20]([C:24]([CH3:25])([CH3:27])[CH3:26])[CH:21]=1. The yield is 0.830. (2) The reactants are [N:1]1[CH:6]=[CH:5][CH:4]=[CH:3][C:2]=1[C:7]1[N:8]=[CH:9][N:10]([CH2:12][C:13]#[N:14])[CH:11]=1.[CH3:15][N:16]([CH:18](OC)OC)[CH3:17]. No catalyst specified. The product is [CH3:15][N:16]([CH3:17])[CH:18]=[C:12]([N:10]1[CH:11]=[C:7]([C:2]2[CH:3]=[CH:4][CH:5]=[CH:6][N:1]=2)[N:8]=[CH:9]1)[C:13]#[N:14]. The yield is 1.00. (3) The reactants are Cl.Cl[CH2:3][C:4]1[N:5]([CH2:18][CH:19]([CH3:21])[CH3:20])[C:6]2[C:15]3[CH:14]=[CH:13][CH:12]=[CH:11][C:10]=3[N:9]=[C:8]([NH2:16])[C:7]=2[N:17]=1.[NH:22]1[CH2:27][CH2:26][O:25][CH2:24][CH2:23]1. No catalyst specified. The product is [CH3:20][CH:19]([CH3:21])[CH2:18][N:5]1[C:6]2[C:15]3[CH:14]=[CH:13][CH:12]=[CH:11][C:10]=3[N:9]=[C:8]([NH2:16])[C:7]=2[N:17]=[C:4]1[CH2:3][N:22]1[CH2:27][CH2:26][O:25][CH2:24][CH2:23]1. The yield is 0.680. (4) The reactants are [F:1][C:2]1[C:3]([N:9]=[CH:10][N:11]([CH3:13])[CH3:12])=[N:4][C:5]([OH:8])=[N:6][CH:7]=1.[CH2:14]([N:21]=[C:22]=[O:23])[C:15]1[CH:20]=[CH:19][CH:18]=[CH:17][CH:16]=1. The catalyst is C(Cl)Cl. The product is [CH2:14]([NH:21][C:22]([N:6]1[CH:7]=[C:2]([F:1])[C:3](/[N:9]=[CH:10]/[N:11]([CH3:13])[CH3:12])=[N:4][C:5]1=[O:8])=[O:23])[C:15]1[CH:20]=[CH:19][CH:18]=[CH:17][CH:16]=1. The yield is 0.620. (5) The reactants are [F:1][C:2]1[CH:7]=[CH:6][CH:5]=[C:4]([F:8])[C:3]=1[C:9]1[NH:17][C:16]2[CH2:15][CH2:14][N:13]([C:18]3[N:19]([CH2:27][CH3:28])[N:20]=[C:21]([C:23]([F:26])([F:25])[F:24])[CH:22]=3)[CH2:12][C:11]=2[CH:10]=1.C([O-])([O-])=[O:30].[K+].[K+]. The catalyst is CO. The product is [F:8][C:4]1[CH:5]=[CH:6][CH:7]=[C:2]([F:1])[C:3]=1[C:9]1[NH:17][C:16]2[CH2:15][CH2:14][N:13]([C:18]3[N:19]([CH2:27][CH3:28])[N:20]=[C:21]([C:23]([F:26])([F:25])[F:24])[CH:22]=3)[C:12](=[O:30])[C:11]=2[CH:10]=1. The yield is 0.960. (6) The reactants are [CH2:1]([O:8][C:9]1[C:10](I)=[CH:11][C:12]2[CH2:13][C@H:14]3[N:25]([C:26]([O:28][CH2:29][C:30]4[CH:35]=[CH:34][CH:33]=[CH:32][CH:31]=4)=[O:27])[CH2:24][CH2:23][C@@:20]4([C:21]=2[CH:22]=1)[C@H:15]3[CH2:16][CH2:17][CH2:18][CH2:19]4)[C:2]1[CH:7]=[CH:6][CH:5]=[CH:4][CH:3]=1.[F:37][C:38]1[CH:44]=[CH:43][C:41]([NH2:42])=[CH:40][CH:39]=1.C(Cl)Cl.O. The catalyst is C1(C)C=CC=CC=1.C1C=CC(P(C2C=CC=CC=2)[C-]2C=CC=C2)=CC=1.C1C=CC(P(C2C=CC=CC=2)[C-]2C=CC=C2)=CC=1.Cl[Pd]Cl.[Fe+2].C1C=CC(P(C2C=CC=CC=2)[C-]2C=CC=C2)=CC=1.C1C=CC(P(C2C=CC=CC=2)[C-]2C=CC=C2)=CC=1.[Fe+2]. The product is [CH2:1]([O:8][C:9]1[C:10]([NH:42][C:41]2[CH:43]=[CH:44][C:38]([F:37])=[CH:39][CH:40]=2)=[CH:11][C:12]2[CH2:13][C@H:14]3[N:25]([C:26]([O:28][CH2:29][C:30]4[CH:35]=[CH:34][CH:33]=[CH:32][CH:31]=4)=[O:27])[CH2:24][CH2:23][C@@:20]4([C:21]=2[CH:22]=1)[C@H:15]3[CH2:16][CH2:17][CH2:18][CH2:19]4)[C:2]1[CH:7]=[CH:6][CH:5]=[CH:4][CH:3]=1. The yield is 0.560.